Dataset: Full USPTO retrosynthesis dataset with 1.9M reactions from patents (1976-2016). Task: Predict the reactants needed to synthesize the given product. (1) The reactants are: [ClH:1].Cl.[CH3:3][C@H:4]1[C:12]2[C:11]([N:13]3[CH2:18][CH2:17][NH:16][CH2:15][CH2:14]3)=[N:10][CH:9]=[N:8][C:7]=2[C@H:6]([OH:19])[CH2:5]1.[Cl:20][C:21]1[CH:26]=[CH:25][C:24]([CH:27]([CH2:31][NH:32][CH2:33][C:34]([F:37])([F:36])[F:35])[C:28]([O-])=[O:29])=[CH:23][CH:22]=1.[K+].CCN(C(C)C)C(C)C.CN(C(ON1N=NC2C=CC=CC1=2)=[N+](C)C)C.F[P-](F)(F)(F)(F)F.Cl. Given the product [ClH:20].[ClH:1].[Cl:20][C:21]1[CH:22]=[CH:23][C:24]([CH:27]([CH2:31][NH:32][CH2:33][C:34]([F:35])([F:36])[F:37])[C:28]([N:16]2[CH2:15][CH2:14][N:13]([C:11]3[C:12]4[C@H:4]([CH3:3])[CH2:5][C@@H:6]([OH:19])[C:7]=4[N:8]=[CH:9][N:10]=3)[CH2:18][CH2:17]2)=[O:29])=[CH:25][CH:26]=1, predict the reactants needed to synthesize it. (2) Given the product [CH3:24][C:23]1[N:26]=[C:10]([CH2:9][O:8][C:7]2[CH:6]=[CH:5][C:4]([N+:1]([O-:3])=[O:2])=[CH:14][CH:13]=2)[O:12][N:25]=1, predict the reactants needed to synthesize it. The reactants are: [N+:1]([C:4]1[CH:14]=[CH:13][C:7]([O:8][CH2:9][C:10]([OH:12])=O)=[CH:6][CH:5]=1)([O-:3])=[O:2].Cl.C(N(CC)CC)C.[C:23](=[N:26]O)([NH2:25])[CH3:24].CCN=C=NCCCN(C)C.Cl.Cl.C(N(C(C)C)CC)(C)C. (3) Given the product [S:1]1[CH:5]=[CH:4][CH:3]=[C:2]1[C:18]([C:15]1[CH:16]=[CH:17][C:12]([OH:11])=[CH:13][CH:14]=1)=[CH2:19], predict the reactants needed to synthesize it. The reactants are: [S:1]1[CH:5]=[CH:4][CH:3]=[CH:2]1.[Li]CCCC.[OH:11][C:12]1[CH:17]=[CH:16][C:15]([C:18](=O)[CH3:19])=[CH:14][CH:13]=1.CC1C=CC(S(O)(=O)=O)=CC=1. (4) Given the product [CH3:1][S:2][CH2:3][CH2:4]/[CH:5]=[CH:14]/[C:15](=[O:17])[CH3:16], predict the reactants needed to synthesize it. The reactants are: [CH3:1][S:2][CH2:3][CH2:4][CH:5]=O.C1(P(C2C=CC=CC=2)(C2C=CC=CC=2)=[CH:14][C:15](=[O:17])[CH3:16])C=CC=CC=1.